This data is from Full USPTO retrosynthesis dataset with 1.9M reactions from patents (1976-2016). The task is: Predict the reactants needed to synthesize the given product. Given the product [Cl:1][C:2]1[CH:8]=[C:7]([O:9][C:10]2[C:19]3[C:14](=[CH:15][C:16]([O:22][CH3:23])=[C:17]([O:20][CH3:21])[CH:18]=3)[N:13]=[CH:12][N:11]=2)[CH:6]=[CH:5][C:3]=1[NH:4][C:28]([NH:39][CH2:36][CH2:37][CH3:38])=[O:34], predict the reactants needed to synthesize it. The reactants are: [Cl:1][C:2]1[CH:8]=[C:7]([O:9][C:10]2[C:19]3[C:14](=[CH:15][C:16]([O:22][CH3:23])=[C:17]([O:20][CH3:21])[CH:18]=3)[N:13]=[CH:12][N:11]=2)[CH:6]=[CH:5][C:3]=1[NH2:4].ClC(Cl)(O[C:28](=[O:34])OC(Cl)(Cl)Cl)Cl.[CH2:36]([NH2:39])[CH2:37][CH3:38].C(=O)([O-])O.[Na+].